Dataset: Full USPTO retrosynthesis dataset with 1.9M reactions from patents (1976-2016). Task: Predict the reactants needed to synthesize the given product. (1) Given the product [C:30]12([CH2:40][CH2:41][N:42]([CH2:43][CH2:44][CH2:45][CH2:46][CH3:47])[C:11](=[O:13])[CH2:10][CH2:9][NH:8][C:6]([O:5][C:1]([CH3:2])([CH3:3])[CH3:4])=[O:7])[CH2:37][CH:36]3[CH2:35][CH:34]([CH2:33][CH:32]([CH2:38]3)[CH2:31]1)[CH2:39]2, predict the reactants needed to synthesize it. The reactants are: [C:1]([O:5][C:6]([NH:8][CH2:9][CH2:10][C:11]([OH:13])=O)=[O:7])([CH3:4])([CH3:3])[CH3:2].CN1CCOCC1.C(Cl)(=O)OCC(C)C.Cl.[C:30]12([CH2:40][CH2:41][NH:42][CH2:43][CH2:44][CH2:45][CH2:46][CH3:47])[CH2:39][CH:34]3[CH2:35][CH:36]([CH2:38][CH:32]([CH2:33]3)[CH2:31]1)[CH2:37]2.C(=O)([O-])O.[Na+]. (2) Given the product [OH:8][C:9]1[CH:10]=[C:11]([O:19][C@@H:20]([C@H:22]2[CH2:26][N:25]([C@@H:27]([C:29]3[CH:34]=[CH:33][C:32]([OH:35])=[CH:31][CH:30]=3)[CH3:28])[C:24](=[O:37])[CH2:23]2)[CH3:21])[C:12]2[S:16][C:15]([CH3:17])=[N:14][C:13]=2[CH:18]=1, predict the reactants needed to synthesize it. The reactants are: C([O:8][C:9]1[CH:10]=[C:11]([O:19][C@@H:20]([C@H:22]2[CH2:26][N:25]([C@@H:27]([C:29]3[CH:34]=[CH:33][C:32]([O:35]C)=[CH:31][CH:30]=3)[CH3:28])[C:24](=[O:37])[CH2:23]2)[CH3:21])[C:12]2[S:16][C:15]([CH3:17])=[N:14][C:13]=2[CH:18]=1)C1C=CC=CC=1.B(Br)(Br)Br.CO.CCN(CC)CC.N(CC)CC. (3) The reactants are: [NH:1]([C:5]1[CH:12]=[CH:11][C:8]([CH:9]=O)=[CH:7][CH:6]=1)[C:2]([CH3:4])=[O:3].[C:13](#[N:17])[CH2:14][C:15]#[N:16]. Given the product [C:15]([C:14]([C:13]#[N:17])=[CH:9][C:8]1[CH:11]=[CH:12][C:5]([NH:1][C:2](=[O:3])[CH3:4])=[CH:6][CH:7]=1)#[N:16], predict the reactants needed to synthesize it. (4) Given the product [Cl:13][C:8]1[CH:7]=[CH:6][N:5]=[C:4]2[CH:3]=[CH:2][S:1][C:9]=12, predict the reactants needed to synthesize it. The reactants are: [S:1]1[C:9]2[C:4](=[N:5][CH:6]=[CH:7][C:8]=2O)[CH:3]=[CH:2]1.O=P(Cl)(Cl)[Cl:13]. (5) Given the product [ClH:24].[CH3:8][N:6]([CH3:7])[CH2:5][C@H:4]([CH3:9])[C@H:3]([C:10]1[CH:11]=[C:12]([OH:16])[CH:13]=[CH:14][CH:15]=1)[CH2:1][CH3:2], predict the reactants needed to synthesize it. The reactants are: [CH2:1]([C@@H:3]([C:10]1[CH:15]=[CH:14][CH:13]=[C:12]([O:16]CC2C=CC=CC=2)[CH:11]=1)[C@@H:4]([CH3:9])[CH2:5][N:6]([CH3:8])[CH3:7])[CH3:2].[ClH:24].